Dataset: Full USPTO retrosynthesis dataset with 1.9M reactions from patents (1976-2016). Task: Predict the reactants needed to synthesize the given product. (1) Given the product [NH:30]1[CH:29]=[CH:3][C:2]([C:5]2[CH:18]=[CH:17][C:12]([C:13]([O:15][CH3:16])=[O:14])=[CH:11][CH:10]=2)=[CH:1]1, predict the reactants needed to synthesize it. The reactants are: [CH3:1][C:2]([CH3:5])([O-])[CH3:3].[Na+].C(C1[CH:18]=[CH:17][C:12]([C:13]([O:15][CH3:16])=[O:14])=[CH:11][CH:10]=1)=C.S([CH2:29][N+:30]#[C-])(C1C=CC(C)=CC=1)(=O)=O.Cl. (2) Given the product [F:1][C:2]1[CH:3]=[C:4]([CH:5]=[CH:15][C:16]([OH:18])=[O:17])[CH:7]=[CH:8][C:9]=1[C:10]([F:13])([F:12])[F:11], predict the reactants needed to synthesize it. The reactants are: [F:1][C:2]1[CH:3]=[C:4]([CH:7]=[CH:8][C:9]=1[C:10]([F:13])([F:12])[F:11])[CH:5]=O.C(O)(=O)[CH2:15][C:16]([OH:18])=[O:17]. (3) Given the product [F:1][C:2]1[N:7]=[C:6]([CH2:8][N:9]2[C:21]3[CH2:20][CH2:19][CH:18]([NH:22][C:35](=[O:39])[CH:36]([CH3:38])[CH3:37])[CH2:17][C:16]=3[C:15]3[C:10]2=[CH:11][CH:12]=[C:13]([O:23][C:24]([F:27])([F:25])[F:26])[CH:14]=3)[CH:5]=[CH:4][CH:3]=1, predict the reactants needed to synthesize it. The reactants are: [F:1][C:2]1[N:7]=[C:6]([CH2:8][N:9]2[C:21]3[CH2:20][CH2:19][CH:18]([NH2:22])[CH2:17][C:16]=3[C:15]3[C:10]2=[CH:11][CH:12]=[C:13]([O:23][C:24]([F:27])([F:26])[F:25])[CH:14]=3)[CH:5]=[CH:4][CH:3]=1.C(N(CC)CC)C.[C:35](Cl)(=[O:39])[CH:36]([CH3:38])[CH3:37].Cl. (4) Given the product [N+:1]([C:4]1[CH:5]=[CH:6][C:7]([S:10]([C:15]2[CH:23]=[CH:22][C:21]3[N:20]([CH3:24])[C:19]4[CH2:25][CH:26]5[NH:30][CH:29]([C:18]=4[C:17]=3[C:16]=2[C:31]([O:33][C:34]([CH3:37])([CH3:36])[CH3:35])=[O:32])[CH2:28][CH2:27]5)(=[O:12])=[O:11])=[CH:8][CH:9]=1)([O-:3])=[O:2], predict the reactants needed to synthesize it. The reactants are: [N+:1]([C:4]1[CH:9]=[CH:8][C:7]([S:10]([O-:12])=[O:11])=[CH:6][CH:5]=1)([O-:3])=[O:2].[Na+].Br[C:15]1[CH:23]=[CH:22][C:21]2[N:20]([CH3:24])[C:19]3[CH2:25][CH:26]4[NH:30][CH:29]([C:18]=3[C:17]=2[C:16]=1[C:31]([O:33][C:34]([CH3:37])([CH3:36])[CH3:35])=[O:32])[CH2:28][CH2:27]4. (5) Given the product [CH2:1]([C:3]1[CH:12]=[CH:11][C:10]2[C:5](=[CH:6][CH:7]=[C:8]3[O:16][CH2:15][CH:14]([CH2:17][N:18]4[CH2:19][CH2:20][CH:21]([C:24]5[C:32]6[C:27](=[CH:28][CH:29]=[CH:30][CH:31]=6)[NH:26][CH:25]=5)[CH2:22][CH2:23]4)[O:13][C:9]3=2)[N:4]=1)[CH3:2], predict the reactants needed to synthesize it. The reactants are: [CH2:1]([C:3]1[CH:12]=[CH:11][C:10]2[C:5](=[CH:6][CH:7]=[C:8]3[O:16][CH2:15][C@H:14]([CH2:17][N:18]4[CH2:23][CH:22]=[C:21]([C:24]5[C:32]6[C:27](=[CH:28][CH:29]=[CH:30][CH:31]=6)[NH:26][CH:25]=5)[CH2:20][CH2:19]4)[O:13][C:9]3=2)[N:4]=1)[CH3:2].Cl.[H][H]. (6) The reactants are: [OH-].[Na+].CO.[CH:5]1([C:8]2[CH:13]=[C:12]([CH2:14][N:15]3[CH2:20][CH2:19][CH:18]([N:21]4[CH2:30][CH2:29][C:28]5[N:27]=[C:26]([CH2:31][CH2:32][CH3:33])[C:25]([C:34]([O:36]C)=[O:35])=[CH:24][C:23]=5[C:22]4=[O:38])[CH2:17][CH2:16]3)[CH:11]=[C:10]([O:39][CH2:40][CH2:41][CH3:42])[C:9]=2[C:43]2[CH:48]=[CH:47][C:46]([F:49])=[CH:45][CH:44]=2)[CH2:7][CH2:6]1.Cl. Given the product [CH:5]1([C:8]2[CH:13]=[C:12]([CH2:14][N:15]3[CH2:20][CH2:19][CH:18]([N:21]4[CH2:30][CH2:29][C:28]5[N:27]=[C:26]([CH2:31][CH2:32][CH3:33])[C:25]([C:34]([OH:36])=[O:35])=[CH:24][C:23]=5[C:22]4=[O:38])[CH2:17][CH2:16]3)[CH:11]=[C:10]([O:39][CH2:40][CH2:41][CH3:42])[C:9]=2[C:43]2[CH:44]=[CH:45][C:46]([F:49])=[CH:47][CH:48]=2)[CH2:6][CH2:7]1, predict the reactants needed to synthesize it. (7) Given the product [CH3:1][O:2][C:3]1[CH:8]=[CH:7][CH:6]=[C:5]([O:9][CH3:10])[C:4]=1[CH:11]1[N:16]([CH2:17][C:18]2[CH:23]=[CH:22][C:21]([O:24][C:25]([F:27])([F:28])[F:26])=[CH:20][CH:19]=2)[C:15](=[O:29])[CH2:14][N:13]([CH3:30])[CH2:12]1, predict the reactants needed to synthesize it. The reactants are: [CH3:1][O:2][C:3]1[CH:8]=[CH:7][CH:6]=[C:5]([O:9][CH3:10])[C:4]=1[CH:11]1[N:16]([CH2:17][C:18]2[CH:23]=[CH:22][C:21]([O:24][C:25]([F:28])([F:27])[F:26])=[CH:20][CH:19]=2)[C:15](=[O:29])[CH2:14][NH:13][CH2:12]1.[CH3:30]I.